Dataset: Reaction yield outcomes from USPTO patents with 853,638 reactions. Task: Predict the reaction yield, written as a fraction of the theoretical maximum amount of product (1.0 means a 100% yield; for example, 0.34 means a 34% yield). (1) The reactants are C[O:2][C:3](=[O:24])[CH:4]([C:11]1[CH:16]=[CH:15][C:14]([S:17]([C:20]([F:23])([F:22])[F:21])(=[O:19])=[O:18])=[CH:13][CH:12]=1)[CH2:5][CH:6]1[CH2:10][CH2:9][CH2:8][CH2:7]1.[OH-].[Li+]. The catalyst is O1CCCC1. The product is [CH:6]1([CH2:5][CH:4]([C:11]2[CH:12]=[CH:13][C:14]([S:17]([C:20]([F:23])([F:21])[F:22])(=[O:19])=[O:18])=[CH:15][CH:16]=2)[C:3]([OH:24])=[O:2])[CH2:10][CH2:9][CH2:8][CH2:7]1. The yield is 0.770. (2) The reactants are [Br:1][C:2]1[CH:10]=[CH:9][CH:8]=[C:7]2[C:3]=1[CH2:4][CH2:5][C:6]2=[O:11].[BH4-].[Na+]. The catalyst is C(O)C. The product is [Br:1][C:2]1[CH:10]=[CH:9][CH:8]=[C:7]2[C:3]=1[CH2:4][CH2:5][CH:6]2[OH:11]. The yield is 0.960. (3) The reactants are [C:1]([O:5][C:6]([NH:8][CH2:9][C:10]([OH:12])=O)=[O:7])([CH3:4])([CH3:3])[CH3:2].C(Cl)CCl.[F:17][C:18]1[CH:23]=[CH:22][C:21]([C:24]2[C:32]3[C:31]([N:33]4[CH2:38][CH2:37][N:36]([CH3:39])[CH2:35][CH2:34]4)=[N:30][CH:29]=[N:28][C:27]=3[O:26][C:25]=2[C:40]2[CH:46]=[CH:45][C:43]([NH2:44])=[CH:42][CH:41]=2)=[CH:20][CH:19]=1. The catalyst is C1COCC1.CN(C=O)C. The product is [C:1]([O:5][C:6]([NH:8][CH2:9][C:10]([NH:44][C:43]1[CH:45]=[CH:46][C:40]([C:25]2[O:26][C:27]3[N:28]=[CH:29][N:30]=[C:31]([N:33]4[CH2:34][CH2:35][N:36]([CH3:39])[CH2:37][CH2:38]4)[C:32]=3[C:24]=2[C:21]2[CH:22]=[CH:23][C:18]([F:17])=[CH:19][CH:20]=2)=[CH:41][CH:42]=1)=[O:12])=[O:7])([CH3:2])([CH3:3])[CH3:4]. The yield is 0.370. (4) The reactants are [O-:1][S:2]([C:5]([F:8])([F:7])[F:6])(=[O:4])=[O:3].[Br:9][C:10]1[CH:11]=[C:12]2[C:17](=[CH:18][CH:19]=1)[N+:16]([CH3:20])=[C:15]([CH3:21])[CH:14]=[CH:13]2.[CH3:22][C:23]1[N:24]([C:31]2[CH:32]=[N:33][CH:34]=[CH:35][CH:36]=2)[C:25]([CH3:30])=[CH:26][C:27]=1[CH:28]=O. The catalyst is CO.N1CCCCC1. The product is [O-:4][S:2]([C:5]([F:8])([F:7])[F:6])(=[O:3])=[O:1].[Br:9][C:10]1[CH:11]=[C:12]2[C:17](=[CH:18][CH:19]=1)[N+:16]([CH3:20])=[C:15](/[CH:21]=[CH:28]/[C:27]1[CH:26]=[C:25]([CH3:30])[N:24]([C:31]3[CH:32]=[N:33][CH:34]=[CH:35][CH:36]=3)[C:23]=1[CH3:22])[CH:14]=[CH:13]2. The yield is 0.120. (5) The reactants are Cl[C:2]1[CH:7]=[C:6]2[CH2:8][O:9][C:10]3[CH:34]=[C:33]4[C:13]([CH:14]=[CH:15][C:16]5[N:20]=[C:19]([CH:21]6[CH2:25][CH2:24][CH2:23][N:22]6[C:26]([O:28][C:29]([CH3:32])([CH3:31])[CH3:30])=[O:27])[NH:18][C:17]=54)=[CH:12][C:11]=3[C:5]2=[CH:4][CH:3]=1.[B:35]1([B:35]2[O:39][C:38]([CH3:41])([CH3:40])[C:37]([CH3:43])([CH3:42])[O:36]2)[O:39][C:38]([CH3:41])([CH3:40])[C:37]([CH3:43])([CH3:42])[O:36]1.C([O-])(=O)C.[K+]. The catalyst is O1CCOCC1.C(OCC)(=O)C.C1(P(C2CCCCC2)C2C=CC=CC=2C2C(C(C)C)=CC(C(C)C)=CC=2C(C)C)CCCCC1. The product is [CH3:42][C:37]1([CH3:43])[C:38]([CH3:41])([CH3:40])[O:39][B:35]([C:2]2[CH:7]=[C:6]3[CH2:8][O:9][C:10]4[CH:34]=[C:33]5[C:13]([CH:14]=[CH:15][C:16]6[N:20]=[C:19]([CH:21]7[CH2:25][CH2:24][CH2:23][N:22]7[C:26]([O:28][C:29]([CH3:32])([CH3:31])[CH3:30])=[O:27])[NH:18][C:17]=65)=[CH:12][C:11]=4[C:5]3=[CH:4][CH:3]=2)[O:36]1. The yield is 0.940. (6) The reactants are C([O:3][C:4]([C:6]1[CH:7]=[C:8]2[C:13](=[CH:14][CH:15]=1)[NH:12][CH:11]([C:16]1[CH:21]=[CH:20][CH:19]=[C:18]([C:22](=[O:30])[NH:23][C:24]3[CH:29]=[CH:28][CH:27]=[CH:26][CH:25]=3)[CH:17]=1)[C:10]([CH3:32])([CH3:31])[CH2:9]2)=[O:5])C.Cl. The catalyst is CO.O1CCCC1.[OH-].[Na+].O. The product is [CH3:31][C:10]1([CH3:32])[CH2:9][C:8]2[C:13](=[CH:14][CH:15]=[C:6]([C:4]([OH:5])=[O:3])[CH:7]=2)[NH:12][CH:11]1[C:16]1[CH:21]=[CH:20][CH:19]=[C:18]([C:22](=[O:30])[NH:23][C:24]2[CH:25]=[CH:26][CH:27]=[CH:28][CH:29]=2)[CH:17]=1. The yield is 0.460.